This data is from Catalyst prediction with 721,799 reactions and 888 catalyst types from USPTO. The task is: Predict which catalyst facilitates the given reaction. (1) The catalyst class is: 3. Reactant: Br[CH2:2][C:3]#[N:4].[NH2:5][C:6]([NH:8][C:9]1[C:10]([C:30]([NH2:32])=[O:31])=[N:11][N:12]([C:14]2[CH:19]=[CH:18][C:17]([C:20]3[CH:25]=[CH:24][CH:23]=[CH:22][C:21]=3[OH:26])=[C:16]([O:27][CH2:28][CH3:29])[CH:15]=2)[CH:13]=1)=[O:7].C(=O)([O-])[O-].[K+].[K+]. Product: [NH2:5][C:6]([NH:8][C:9]1[C:10]([C:30]([NH2:32])=[O:31])=[N:11][N:12]([C:14]2[CH:19]=[CH:18][C:17]([C:20]3[CH:25]=[CH:24][CH:23]=[CH:22][C:21]=3[O:26][CH2:2][C:3]#[N:4])=[C:16]([O:27][CH2:28][CH3:29])[CH:15]=2)[CH:13]=1)=[O:7]. (2) Product: [CH3:14][N:12]([CH2:11][CH:8]1[CH2:9][CH2:10][C:5](=[O:4])[CH2:6][CH2:7]1)[CH3:13]. The catalyst class is: 6. Reactant: O1[C:5]2([CH2:10][CH2:9][CH:8]([CH2:11][N:12]([CH3:14])[CH3:13])[CH2:7][CH2:6]2)[O:4]CC1.Cl. (3) Reactant: [CH3:1][O:2][C:3](=[O:37])[CH2:4][C:5]1[CH:10]=[CH:9][CH:8]=[C:7]([CH2:11][N:12]([CH2:18][CH2:19][CH2:20][N:21]2[C:29](=[O:30])[NH:28][C:27]3[C:22]2=[N:23][C:24]([O:32][CH2:33][CH2:34][CH2:35][CH3:36])=[N:25][C:26]=3[NH2:31])[C:13](=[O:17])[CH2:14][S:15][CH3:16])[CH:6]=1.CO.C1C=C(Cl)C=C(C(OO)=[O:48])C=1. Product: [CH3:1][O:2][C:3](=[O:37])[CH2:4][C:5]1[CH:10]=[CH:9][CH:8]=[C:7]([CH2:11][N:12]([CH2:18][CH2:19][CH2:20][N:21]2[C:29](=[O:30])[NH:28][C:27]3[C:22]2=[N:23][C:24]([O:32][CH2:33][CH2:34][CH2:35][CH3:36])=[N:25][C:26]=3[NH2:31])[C:13](=[O:17])[CH2:14][S:15]([CH3:16])=[O:48])[CH:6]=1. The catalyst class is: 2. (4) Reactant: F[C:2](F)(F)[C:3]([OH:5])=O.O=C1CC([O-])=C1.[CH:14]1([NH2+:20][CH:21]2[CH2:26][CH2:25][CH2:24][CH2:23]C2)[CH2:19]CCCC1.N1CCCCC1. Product: [N:20]1([C:14]2[CH2:2][C:3](=[O:5])[CH:19]=2)[CH2:21][CH2:26][CH2:25][CH2:24][CH2:23]1. The catalyst class is: 12. (5) The catalyst class is: 314. Reactant: [CH3:1][N:2]([CH3:25])[C:3]([C:5]1[CH:6]=[C:7]([CH:14]([C:20]([O:22][CH2:23][CH3:24])=[O:21])[C:15]([O:17][CH2:18][CH3:19])=[O:16])[CH:8]=[CH:9][C:10]=1[N+:11]([O-])=O)=[O:4].CC(O)=O. Product: [NH2:11][C:10]1[CH:9]=[CH:8][C:7]([CH:14]([C:15]([O:17][CH2:18][CH3:19])=[O:16])[C:20]([O:22][CH2:23][CH3:24])=[O:21])=[CH:6][C:5]=1[C:3](=[O:4])[N:2]([CH3:25])[CH3:1]. (6) Reactant: [CH3:1][O:2][C:3]1([C:9]2[N:14]=[CH:13][CH:12]=[CH:11][CH:10]=2)[CH2:8][CH2:7][O:6][CH2:5][CH2:4]1.F.F.F.C(N(CC)CC)C.C1C[O:28][CH2:27]C1. Product: [CH3:1][O:2][C:3]1([C:9]2[N:14]=[C:13]([CH2:27][OH:28])[CH:12]=[CH:11][CH:10]=2)[CH2:8][CH2:7][O:6][CH2:5][CH2:4]1. The catalyst class is: 2. (7) Reactant: [CH:1]1([S:4]([C:7]2[CH:12]=[CH:11][C:10]([CH:13]([C:36]3[NH:40][C:39]([C:41]4[S:42][CH:43]=[CH:44][N:45]=4)=[CH:38][CH:37]=3)[CH2:14][C@H:15]3[CH2:35][CH2:34][C:17]4(O[C@H](C5C=CC=CC=5)[C@@H](C5C=CC=CC=5)[O:18]4)[CH2:16]3)=[CH:9][CH:8]=2)(=[O:6])=[O:5])[CH2:3][CH2:2]1.S(=O)(=O)(O)O.C(=O)([O-])O.[Na+]. Product: [CH:1]1([S:4]([C:7]2[CH:12]=[CH:11][C:10]([CH:13]([C:36]3[NH:40][C:39]([C:41]4[S:42][CH:43]=[CH:44][N:45]=4)=[CH:38][CH:37]=3)[CH2:14][C@H:15]3[CH2:35][CH2:34][C:17](=[O:18])[CH2:16]3)=[CH:9][CH:8]=2)(=[O:6])=[O:5])[CH2:3][CH2:2]1. The catalyst class is: 12. (8) Reactant: [OH:1]/[N:2]=[C:3](\[NH2:17])/[CH2:4][CH2:5][CH2:6][C:7]1[CH:16]=[CH:15][C:14]2[CH2:13][CH2:12][CH2:11][NH:10][C:9]=2[N:8]=1.[CH2:18]1[CH2:22][C:21]2([CH2:29][C:27](=O)[O:26][C:24](=[O:25])[CH2:23]2)[CH2:20][CH2:19]1. Product: [N:8]1[C:9]2[NH:10][CH2:11][CH2:12][CH2:13][C:14]=2[CH:15]=[CH:16][C:7]=1[CH2:6][CH2:5][CH2:4][C:3]1[N:17]=[C:27]([CH2:29][C:21]2([CH2:23][C:24]([OH:26])=[O:25])[CH2:22][CH2:18][CH2:19][CH2:20]2)[O:1][N:2]=1. The catalyst class is: 12. (9) Reactant: [C:1]1([C:7]2[NH:8][C:9]3[C:14]([C:15]=2[CH:16]=[O:17])=[CH:13][CH:12]=[CH:11][CH:10]=3)[CH:6]=[CH:5][CH:4]=[CH:3][CH:2]=1.[BH4-].[Na+].[OH-].[Na+]. Product: [C:1]1([C:7]2[NH:8][C:9]3[C:14]([C:15]=2[CH2:16][OH:17])=[CH:13][CH:12]=[CH:11][CH:10]=3)[CH:2]=[CH:3][CH:4]=[CH:5][CH:6]=1. The catalyst class is: 8. (10) Reactant: [Cl:1][C:2]1[C:11]([C:12]2[CH:17]=[CH:16][CH:15]=[CH:14][CH:13]=2)=[C:10]([Cl:18])[C:9]2[C:4](=[CH:5][CH:6]=[C:7]([C:19]([CH:27]3[CH2:32][CH2:31][CH2:30][NH:29][CH2:28]3)([C:21]3[CH:22]=[N:23][CH:24]=[CH:25][CH:26]=3)[OH:20])[CH:8]=2)[N:3]=1.[C:33]([OH:39])([C:35]([F:38])([F:37])[F:36])=[O:34].C(Cl)(=O)C.CCN(CC)CC. Product: [C:33]([N:23]1[CH2:24][CH2:25][CH2:26][CH:21]([C:19]([C:7]2[CH:8]=[C:9]3[C:4](=[CH:5][CH:6]=2)[N:3]=[C:2]([Cl:1])[C:11]([C:12]2[CH:13]=[CH:14][CH:15]=[CH:16][CH:17]=2)=[C:10]3[Cl:18])([C:27]2[CH:28]=[N:29][CH:30]=[CH:31][CH:32]=2)[OH:20])[CH2:22]1)(=[O:34])[CH3:35].[C:33]([OH:39])([C:35]([F:38])([F:37])[F:36])=[O:34]. The catalyst class is: 2.